Dataset: Reaction yield outcomes from USPTO patents with 853,638 reactions. Task: Predict the reaction yield, written as a fraction of the theoretical maximum amount of product (1.0 means a 100% yield; for example, 0.34 means a 34% yield). The reactants are [OH:1][N:2]=[C:3]([C:5]1[C:14]([OH:15])=[C:13]2[C:8]([CH:9]=[CH:10][CH:11]=[N:12]2)=[CH:7][N:6]=1)[NH2:4].[F:16][C:17]1[CH:22]=[CH:21][C:20]([CH2:23][C:24]([Cl:26])=O)=[CH:19][CH:18]=1. The catalyst is O1CCOCC1. The product is [ClH:26].[F:16][C:17]1[CH:22]=[CH:21][C:20]([CH2:23][C:24]2[O:1][N:2]=[C:3]([C:5]3[C:14]([OH:15])=[C:13]4[C:8]([CH:9]=[CH:10][CH:11]=[N:12]4)=[CH:7][N:6]=3)[N:4]=2)=[CH:19][CH:18]=1. The yield is 0.150.